Dataset: Reaction yield outcomes from USPTO patents with 853,638 reactions. Task: Predict the reaction yield, written as a fraction of the theoretical maximum amount of product (1.0 means a 100% yield; for example, 0.34 means a 34% yield). (1) The reactants are [NH2:1][CH2:2][CH2:3][SH:4].Cl.FC(F)(F)C(O)=O.[C:13]1([C:19](Cl)([C:26]2[CH:31]=[CH:30][CH:29]=[CH:28][CH:27]=2)[C:20]2[CH:25]=[CH:24][CH:23]=[CH:22][CH:21]=2)[CH:18]=[CH:17][CH:16]=[CH:15][CH:14]=1.[OH-].[Na+]. The catalyst is ClCCl. The product is [C:19]([S:4][CH2:3][CH2:2][NH2:1])([C:13]1[CH:18]=[CH:17][CH:16]=[CH:15][CH:14]=1)([C:26]1[CH:27]=[CH:28][CH:29]=[CH:30][CH:31]=1)[C:20]1[CH:21]=[CH:22][CH:23]=[CH:24][CH:25]=1. The yield is 0.600. (2) The reactants are [F:1][C:2]([F:22])([F:21])[CH2:3][CH2:4][CH2:5][O:6][C:7]1[CH:12]=[CH:11][C:10](/[C:13](/[CH3:20])=[CH:14]/[C:15]([O:17]CC)=O)=[CH:9][CH:8]=1.Cl.[CH3:24][NH:25][O:26][CH3:27].C(Cl)(Cl)Cl.C(=O)=O.C([Mg]Cl)(C)C.[NH4+].[Cl-]. The catalyst is C1COCC1.O. The product is [CH3:27][O:26][N:25]([CH3:24])[C:15](=[O:17])/[CH:14]=[C:13](/[C:10]1[CH:9]=[CH:8][C:7]([O:6][CH2:5][CH2:4][CH2:3][C:2]([F:1])([F:21])[F:22])=[CH:12][CH:11]=1)\[CH3:20]. The yield is 0.580.